This data is from Full USPTO retrosynthesis dataset with 1.9M reactions from patents (1976-2016). The task is: Predict the reactants needed to synthesize the given product. (1) The reactants are: [Cl:1][C:2]1[CH:3]=[CH:4][C:5]([N:38]2[CH:42]=[N:41][N:40]=[N:39]2)=[C:6](/[CH:8]=[CH:9]/[C:10]([N:12]2[C@H:21]([C:22]([NH:24][C:25]3[CH:37]=[CH:36][C:28]([C:29]([O:31]C(C)(C)C)=[O:30])=[CH:27][CH:26]=3)=[O:23])[CH2:20][C:19]3[C:14](=[CH:15][CH:16]=[CH:17][CH:18]=3)[CH2:13]2)=[O:11])[CH:7]=1.CCN(C(C)C)C(C)C. Given the product [Cl:1][C:2]1[CH:3]=[CH:4][C:5]([N:38]2[CH:42]=[N:41][N:40]=[N:39]2)=[C:6](/[CH:8]=[CH:9]/[C:10]([N:12]2[C@H:21]([C:22]([NH:24][C:25]3[CH:26]=[CH:27][C:28]([C:29]([OH:31])=[O:30])=[CH:36][CH:37]=3)=[O:23])[CH2:20][C:19]3[C:14](=[CH:15][CH:16]=[CH:17][CH:18]=3)[CH2:13]2)=[O:11])[CH:7]=1, predict the reactants needed to synthesize it. (2) Given the product [Cl:4][C:5]1[C:10]([CH:11]([OH:12])[CH3:1])=[C:9]([Cl:13])[CH:8]=[CH:7][N:6]=1, predict the reactants needed to synthesize it. The reactants are: [CH3:1][Mg]Cl.[Cl:4][C:5]1[C:10]([CH:11]=[O:12])=[C:9]([Cl:13])[CH:8]=[CH:7][N:6]=1. (3) Given the product [CH2:1]([O:8][C:9]1[CH:14]=[CH:13][CH:12]=[CH:11][C:10]=1[C:15]1([NH:19][C:20]2[C:21](=[O:38])[N:22]([C:27]3[CH:28]=[C:29]([CH:34]=[CH:35][C:36]=3[CH3:37])[C:30]([NH:42][CH:39]3[CH2:41][CH2:40]3)=[O:32])[CH:23]=[C:24]([Br:26])[N:25]=2)[CH2:18][CH2:17][CH2:16]1)[C:2]1[CH:7]=[CH:6][CH:5]=[CH:4][CH:3]=1, predict the reactants needed to synthesize it. The reactants are: [CH2:1]([O:8][C:9]1[CH:14]=[CH:13][CH:12]=[CH:11][C:10]=1[C:15]1([NH:19][C:20]2[C:21](=[O:38])[N:22]([C:27]3[CH:28]=[C:29]([CH:34]=[CH:35][C:36]=3[CH3:37])[C:30]([O:32]C)=O)[CH:23]=[C:24]([Br:26])[N:25]=2)[CH2:18][CH2:17][CH2:16]1)[C:2]1[CH:7]=[CH:6][CH:5]=[CH:4][CH:3]=1.[CH:39]1([NH2:42])[CH2:41][CH2:40]1.C([Mg]Cl)(C)C. (4) The reactants are: [F:1][C:2]1[C:3]([C:9]2[N:10]([CH:15]([CH3:17])[CH3:16])[C:11]([CH3:14])=[N:12][CH:13]=2)=[N:4][C:5]([NH2:8])=[N:6][CH:7]=1.C[O:19][C:20]([C:22]1[S:23][C:24](Br)=[CH:25][CH:26]=1)=[O:21].CC1(C)C2C(=C(P(C3C=CC=CC=3)C3C=CC=CC=3)C=CC=2)OC2C(P(C3C=CC=CC=3)C3C=CC=CC=3)=CC=CC1=2.C([O-])([O-])=O.[Cs+].[Cs+]. Given the product [F:1][C:2]1[C:3]([C:9]2[N:10]([CH:15]([CH3:17])[CH3:16])[C:11]([CH3:14])=[N:12][CH:13]=2)=[N:4][C:5]([NH:8][C:24]2[S:23][C:22]([C:20]([OH:21])=[O:19])=[CH:26][CH:25]=2)=[N:6][CH:7]=1, predict the reactants needed to synthesize it. (5) Given the product [I:4][C:5]1[CH:12]=[CH:11][C:8]([CH2:9][C:1]#[N:2])=[CH:7][CH:6]=1, predict the reactants needed to synthesize it. The reactants are: [C-:1]#[N:2].[K+].[I:4][C:5]1[CH:12]=[CH:11][C:8]([CH2:9]Br)=[CH:7][CH:6]=1. (6) Given the product [Br:1][C:2]1[CH:3]=[C:4]([CH:8]=[CH:9][C:10]=1[O:11][C:12]([CH3:14])([C:15]1[N:19]([CH3:20])[C:18]([C:21]2[CH:26]=[CH:25][C:24]([S:33][CH3:32])=[CH:23][C:22]=2[C:28]([F:31])([F:30])[F:29])=[N:17][N:16]=1)[CH3:13])[C:5]([NH2:7])=[O:6], predict the reactants needed to synthesize it. The reactants are: [Br:1][C:2]1[CH:3]=[C:4]([CH:8]=[CH:9][C:10]=1[O:11][C:12]([C:15]1[N:19]([CH3:20])[C:18]([C:21]2[CH:26]=[CH:25][C:24](F)=[CH:23][C:22]=2[C:28]([F:31])([F:30])[F:29])=[N:17][N:16]=1)([CH3:14])[CH3:13])[C:5]([NH2:7])=[O:6].[CH3:32][S-:33].[Na+].O. (7) Given the product [Cl:1][C:2]1[CH:3]=[C:4]2[C:9](=[CH:10][CH:11]=1)[N:8]=[C:7]([N:12]([CH2:13][CH3:14])[CH2:15][CH3:16])[CH:6]=[C:5]2[C:18]1[CH:23]=[CH:22][C:21]([N+:24]([O-:26])=[O:25])=[CH:20][CH:19]=1, predict the reactants needed to synthesize it. The reactants are: [Cl:1][C:2]1[CH:3]=[C:4]2[C:9](=[CH:10][CH:11]=1)[N:8]=[C:7]([N:12]([C:15](=O)[CH3:16])[CH2:13][CH3:14])[CH:6]=[C:5]2[C:18]1[CH:23]=[CH:22][C:21]([N+:24]([O-:26])=[O:25])=[CH:20][CH:19]=1. (8) Given the product [N:22]([C:7]1([C:1]2[CH:2]=[CH:3][CH:4]=[CH:5][CH:6]=2)[CH2:8][CH2:9][C:10]2([O:11][CH2:12][CH2:13][O:14]2)[CH2:15][CH2:16]1)=[C:25]=[O:36], predict the reactants needed to synthesize it. The reactants are: [C:1]1([C:7]2(C(O)=O)[CH2:16][CH2:15][C:10]3([O:14][CH2:13][CH2:12][O:11]3)[CH2:9][CH2:8]2)[CH:6]=[CH:5][CH:4]=[CH:3][CH:2]=1.C([N:22]([CH2:25]C)CC)C.[N-]=[N+]=[N-].C1([O:36]P(=O)(O)OC2C=CC=CC=2)C=CC=CC=1. (9) Given the product [Cl:1][C:2]1[C:3]([CH2:24][NH2:25])=[N:4][CH:5]=[C:6](/[CH:8]=[CH:9]/[CH:10]([C:15]2[CH:20]=[C:19]([Cl:21])[C:18]([Cl:22])=[C:17]([Cl:23])[CH:16]=2)[C:11]([F:14])([F:12])[F:13])[CH:7]=1, predict the reactants needed to synthesize it. The reactants are: [Cl:1][C:2]1[C:3]([CH2:24][N:25]2C(=O)C3C(=CC=CC=3)C2=O)=[N:4][CH:5]=[C:6](/[CH:8]=[CH:9]/[CH:10]([C:15]2[CH:20]=[C:19]([Cl:21])[C:18]([Cl:22])=[C:17]([Cl:23])[CH:16]=2)[C:11]([F:14])([F:13])[F:12])[CH:7]=1.O.NN. (10) Given the product [Br:5][C:6]1[CH:7]=[C:8]([CH2:11][O:12][CH3:3])[S:9][CH:10]=1, predict the reactants needed to synthesize it. The reactants are: [H-].[Na+].[CH3:3]I.[Br:5][C:6]1[CH:7]=[C:8]([CH2:11][OH:12])[S:9][CH:10]=1.